From a dataset of Full USPTO retrosynthesis dataset with 1.9M reactions from patents (1976-2016). Predict the reactants needed to synthesize the given product. (1) Given the product [O:16]=[C:13]1[CH2:14][CH2:15][N:10]([C:18]2[N:23]=[C:22]([O:24][C:25]3[CH:51]=[CH:50][CH:49]=[CH:48][C:26]=3[CH2:27][NH:28][C:29]([NH:31][C:32]3[N:36]([C:37]4[CH:42]=[CH:41][C:40]([CH3:43])=[CH:39][CH:38]=4)[N:35]=[C:34]([C:44]([CH3:46])([CH3:47])[CH3:45])[CH:33]=3)=[O:30])[CH:21]=[CH:20][N:19]=2)[CH2:11][CH2:12]1, predict the reactants needed to synthesize it. The reactants are: C(N(CC)CC)C.Cl.O.[NH:10]1[CH2:15][CH2:14][C:13](=[O:16])[CH2:12][CH2:11]1.Cl[C:18]1[N:23]=[C:22]([O:24][C:25]2[CH:51]=[CH:50][CH:49]=[CH:48][C:26]=2[CH2:27][NH:28][C:29]([NH:31][C:32]2[N:36]([C:37]3[CH:42]=[CH:41][C:40]([CH3:43])=[CH:39][CH:38]=3)[N:35]=[C:34]([C:44]([CH3:47])([CH3:46])[CH3:45])[CH:33]=2)=[O:30])[CH:21]=[CH:20][N:19]=1.C(=O)([O-])[O-].[Na+].[Na+]. (2) Given the product [F:12][C:3]1[CH:4]=[CH:5][CH:6]=[C:7]([C:8]([F:11])([F:10])[F:9])[C:2]=1[S:17]([Cl:20])(=[O:19])=[O:18], predict the reactants needed to synthesize it. The reactants are: Br[C:2]1[C:7]([C:8]([F:11])([F:10])[F:9])=[CH:6][CH:5]=[CH:4][C:3]=1[F:12].S(=O)=O.[Li].[S:17](Cl)([Cl:20])(=[O:19])=[O:18]. (3) Given the product [CH3:27][O:28][CH:29]1[CH2:34][CH2:33][N:32]([C:10]2[N:15]3[N:16]=[C:17]([NH:19][C:20]4[CH:25]=[CH:24][N:23]=[C:22]([CH3:26])[CH:21]=4)[N:18]=[C:14]3[CH:13]=[CH:12][CH:11]=2)[CH2:31][CH2:30]1, predict the reactants needed to synthesize it. The reactants are: CC(C1C=C([C:10]2[N:15]3[N:16]=[C:17]([NH:19][C:20]4[CH:25]=[CH:24][N:23]=[C:22]([CH3:26])[CH:21]=4)[N:18]=[C:14]3[CH:13]=[CH:12][CH:11]=2)C=CC=1)C.[CH3:27][O:28][CH:29]1[CH2:34][CH2:33][N:32](C2N3N=C(N)N=C3C=CC=2)[CH2:31][CH2:30]1. (4) The reactants are: [Li+].[OH-].[CH3:3][C:4]1[CH:9]=[C:8]([CH3:10])[CH:7]=[C:6]([CH3:11])[C:5]=1[NH:12][C:13]([NH:15][C:16]1[C:17]([C:26]([NH:28][C:29]2[CH:30]=[C:31]([C:39]([O:41]C)=[O:40])[CH:32]=[C:33]([C:35]([O:37]C)=[O:36])[CH:34]=2)=[O:27])=[CH:18][C:19]2[C:24]([CH:25]=1)=[CH:23][CH:22]=[CH:21][CH:20]=2)=[O:14].Cl.C(OCC)(=O)C. Given the product [CH3:11][C:6]1[CH:7]=[C:8]([CH3:10])[CH:9]=[C:4]([CH3:3])[C:5]=1[NH:12][C:13]([NH:15][C:16]1[C:17]([C:26]([NH:28][C:29]2[CH:30]=[C:31]([C:39]([OH:41])=[O:40])[CH:32]=[C:33]([C:35]([OH:37])=[O:36])[CH:34]=2)=[O:27])=[CH:18][C:19]2[C:24]([CH:25]=1)=[CH:23][CH:22]=[CH:21][CH:20]=2)=[O:14], predict the reactants needed to synthesize it. (5) Given the product [CH3:35][C:8]1[CH:7]=[C:6]([N:36]([CH3:40])[C:37]([NH2:39])=[O:38])[CH:5]=[C:4]([CH3:3])[C:9]=1/[CH:10]=[CH:11]/[S:12]([N:15]1[CH2:16][CH2:17][C:18]2([N:22]=[C:21]([CH2:23][CH2:24][CH2:25][CH2:26][CH2:27][S:28]([CH2:29][CH2:30][CH3:31])=[O:1])[NH:20][C:19]2=[O:32])[CH2:33][CH2:34]1)(=[O:13])=[O:14], predict the reactants needed to synthesize it. The reactants are: [OH:1]O.[CH3:3][C:4]1[CH:5]=[C:6]([N:36]([CH3:40])[C:37]([NH2:39])=[O:38])[CH:7]=[C:8]([CH3:35])[C:9]=1/[CH:10]=[CH:11]/[S:12]([N:15]1[CH2:34][CH2:33][C:18]2([N:22]=[C:21]([CH2:23][CH2:24][CH2:25][CH2:26][CH2:27][S:28][CH2:29][CH2:30][CH3:31])[NH:20][C:19]2=[O:32])[CH2:17][CH2:16]1)(=[O:14])=[O:13].O. (6) Given the product [CH3:16][O:15][C:10]1[CH:11]=[C:12]2[C:7](=[CH:8][C:9]=1[N+:17]([O-:19])=[O:18])[CH2:6][N:5]([C:1](=[O:4])[CH2:2][CH2:3][N:20]1[CH2:25][CH2:24][O:23][CH2:22][CH2:21]1)[CH2:14][CH2:13]2, predict the reactants needed to synthesize it. The reactants are: [C:1]([N:5]1[CH2:14][CH2:13][C:12]2[C:7](=[CH:8][C:9]([N+:17]([O-:19])=[O:18])=[C:10]([O:15][CH3:16])[CH:11]=2)[CH2:6]1)(=[O:4])[CH:2]=[CH2:3].[NH:20]1[CH2:25][CH2:24][O:23][CH2:22][CH2:21]1. (7) Given the product [F:1][C:2]1[CH:7]=[CH:6][C:5]([C:8]2[C:9]3[C:10](=[N:27][N:28]([C:35]4[CH:36]=[CH:37][C:32]([S:31][CH3:30])=[CH:33][CH:34]=4)[CH:29]=3)[N:11]=[C:12]([C:20]3[CH:25]=[CH:24][C:23]([F:26])=[CH:22][CH:21]=3)[C:13]=2[C:14]2[CH:15]=[CH:16][N:17]=[CH:18][CH:19]=2)=[CH:4][CH:3]=1.[F:1][C:2]1[CH:7]=[CH:6][C:5]([C:8]2[C:13]([C:14]3[CH:15]=[CH:16][N:17]=[CH:18][CH:19]=3)=[C:12]([C:20]3[CH:25]=[CH:24][C:23]([F:26])=[CH:22][CH:21]=3)[N:11]=[C:10]3[N:27]([C:35]4[CH:36]=[CH:37][C:32]([S:31][CH3:30])=[CH:33][CH:34]=4)[N:28]=[CH:29][C:9]=23)=[CH:4][CH:3]=1, predict the reactants needed to synthesize it. The reactants are: [F:1][C:2]1[CH:7]=[CH:6][C:5]([C:8]2[C:13]([C:14]3[CH:19]=[CH:18][N:17]=[CH:16][CH:15]=3)=[C:12]([C:20]3[CH:25]=[CH:24][C:23]([F:26])=[CH:22][CH:21]=3)[N:11]=[C:10]3[NH:27][N:28]=[CH:29][C:9]=23)=[CH:4][CH:3]=1.[CH3:30][S:31][C:32]1[CH:37]=[CH:36][C:35](B(O)O)=[CH:34][CH:33]=1.N1C=CC=CC=1.C(N(CC)CC)C. (8) The reactants are: Br[C:2]1[CH:7]=[CH:6][C:5]([S:8]([NH:11][C:12]2[S:13][CH:14]=[CH:15][N:16]=2)(=[O:10])=[O:9])=[C:4]([C:17]#[N:18])[CH:3]=1.CC(C)([O-])C.[Na+].[CH3:25][C:26]1([CH3:66])[C:39]2C=CC=C(P(C3C=CC=CC=3)C3C=CC=CC=3)[C:34]=2OC2[C:27]1=CC=CC=2P(C1C=CC=CC=1)C1C=CC=CC=1.[NH2:67][C:68]1[S:69]C=C(C2C=CC(Cl)=CC=2)[N:72]=1.O1CCOCC1. Given the product [C:26]([C:39]1[N:67]=[C:68]([NH:72][C:2]2[CH:7]=[CH:6][C:5]([S:8]([NH:11][C:12]3[S:13][CH:14]=[CH:15][N:16]=3)(=[O:10])=[O:9])=[C:4]([C:17]#[N:18])[CH:3]=2)[S:69][CH:34]=1)([CH3:66])([CH3:27])[CH3:25], predict the reactants needed to synthesize it.